This data is from Catalyst prediction with 721,799 reactions and 888 catalyst types from USPTO. The task is: Predict which catalyst facilitates the given reaction. Reactant: [Br:1][C:2]1[CH:3]=[C:4]([CH:7]=[C:8]2[C:16]3[C:11](=[CH:12][CH:13]=[CH:14][CH:15]=3)[C:10](=O)[O:9]2)[S:5][CH:6]=1.O.[NH2:19][NH2:20]. Product: [Br:1][C:2]1[CH:3]=[C:4]([CH2:7][C:8]2[C:16]3[C:11](=[CH:12][CH:13]=[CH:14][CH:15]=3)[C:10](=[O:9])[NH:20][N:19]=2)[S:5][CH:6]=1. The catalyst class is: 6.